From a dataset of Aqueous solubility values for 9,982 compounds from the AqSolDB database. Regression/Classification. Given a drug SMILES string, predict its absorption, distribution, metabolism, or excretion properties. Task type varies by dataset: regression for continuous measurements (e.g., permeability, clearance, half-life) or binary classification for categorical outcomes (e.g., BBB penetration, CYP inhibition). For this dataset (solubility_aqsoldb), we predict Y. The molecule is COC(=O)c1ccc(C(=O)O)cc1. The Y is -2.97 log mol/L.